Dataset: Full USPTO retrosynthesis dataset with 1.9M reactions from patents (1976-2016). Task: Predict the reactants needed to synthesize the given product. (1) Given the product [CH3:27][C:18]1[C:17]([NH:6][C:5]2[CH:7]=[CH:8][C:9]([O:11][C:12]([F:13])([F:14])[F:15])=[CH:10][C:4]=2[N+:1]([O-:3])=[O:2])=[CH:26][CH:25]=[CH:24][C:19]=1[C:20]([O:22][CH3:23])=[O:21], predict the reactants needed to synthesize it. The reactants are: [N+:1]([C:4]1[CH:10]=[C:9]([O:11][C:12]([F:15])([F:14])[F:13])[CH:8]=[CH:7][C:5]=1[NH2:6])([O-:3])=[O:2].Br[C:17]1[C:18]([CH3:27])=[C:19]([CH:24]=[CH:25][CH:26]=1)[C:20]([O:22][CH3:23])=[O:21].P([O-])([O-])([O-])=O.[K+].[K+].[K+].O. (2) Given the product [C:1]12([NH:11][CH2:18][C:13]3[CH:14]=[CH:15][CH:16]=[CH:17][N:12]=3)[CH2:8][CH:7]3[CH2:6][CH:5]([CH2:4][CH:3]([CH2:9]3)[CH2:2]1)[CH2:10]2, predict the reactants needed to synthesize it. The reactants are: [C:1]12([NH2:11])[CH2:10][CH:5]3[CH2:6][CH:7]([CH2:9][CH:3]([CH2:4]3)[CH2:2]1)[CH2:8]2.[N:12]1[CH:17]=[CH:16][CH:15]=[CH:14][C:13]=1[CH:18]=O.